The task is: Predict the product of the given reaction.. This data is from Forward reaction prediction with 1.9M reactions from USPTO patents (1976-2016). (1) Given the reactants [CH2:1]([C:4]1([C:25]2[CH:30]=[CH:29][CH:28]=[CH:27][CH:26]=2)[O:9][C:8](=[O:10])[N:7]([C:11]2[CH:12]=[C:13]([C:17]3[CH:22]=[CH:21][C:20]([F:23])=[CH:19][C:18]=3[F:24])[CH:14]=[CH:15][CH:16]=2)[CH2:6][CH2:5]1)[CH:2]=C.[O:31]=[O+][O-].[BH4-].[Na+], predict the reaction product. The product is: [F:24][C:18]1[CH:19]=[C:20]([F:23])[CH:21]=[CH:22][C:17]=1[C:13]1[CH:14]=[CH:15][CH:16]=[C:11]([N:7]2[CH2:6][CH2:5][C:4]([CH2:1][CH2:2][OH:31])([C:25]3[CH:26]=[CH:27][CH:28]=[CH:29][CH:30]=3)[O:9][C:8]2=[O:10])[CH:12]=1. (2) Given the reactants Cl[C:2]1[CH:7]=[C:6]([CH2:8][O:9][Si:10]([C:13]([CH3:16])([CH3:15])[CH3:14])([CH3:12])[CH3:11])[CH:5]=[C:4]([O:17][CH3:18])[N:3]=1.C1(C(N)C2CCCCC2)CCCCC1.[C:33]([O:37][CH2:38][CH2:39][CH2:40][CH3:41])(=[O:36])[CH:34]=[CH2:35].O, predict the reaction product. The product is: [CH3:14][C:13]([Si:10]([CH3:12])([CH3:11])[O:9][CH2:8][C:6]1[CH:5]=[C:4]([O:17][CH3:18])[N:3]=[C:2](/[CH:35]=[CH:34]/[C:33]([O:37][CH2:38][CH2:39][CH2:40][CH3:41])=[O:36])[CH:7]=1)([CH3:16])[CH3:15]. (3) The product is: [CH3:2][O:3][C:4]1[CH:5]=[C:6]([C:12]2[C:13]([CH3:25])([CH3:24])[C:14](=[O:23])[N:15]([CH:17]3[CH2:22][CH2:21][N:20]([S:34]([C:29]4[CH:30]=[CH:31][CH:32]=[CH:33][C:28]=4[C:27]([F:26])([F:38])[F:39])(=[O:36])=[O:35])[CH2:19][CH2:18]3)[N:16]=2)[CH:7]=[CH:8][C:9]=1[O:10][CH3:11]. Given the reactants Cl.[CH3:2][O:3][C:4]1[CH:5]=[C:6]([C:12]2[C:13]([CH3:25])([CH3:24])[C:14](=[O:23])[N:15]([CH:17]3[CH2:22][CH2:21][NH:20][CH2:19][CH2:18]3)[N:16]=2)[CH:7]=[CH:8][C:9]=1[O:10][CH3:11].[F:26][C:27]([F:39])([F:38])[C:28]1[CH:33]=[CH:32][CH:31]=[CH:30][C:29]=1[S:34](Cl)(=[O:36])=[O:35], predict the reaction product. (4) Given the reactants [C:1]([O:5][C:6]([N:8]([CH2:13][C:14]([OH:16])=O)[CH2:9][C:10]([OH:12])=O)=[O:7])([CH3:4])([CH3:3])[CH3:2].C(C1NC=CN=1)(C1NC=CN=1)=O.[F:29][C:30]1[CH:37]=[CH:36][C:33]([CH2:34][NH2:35])=[CH:32][CH:31]=1, predict the reaction product. The product is: [C:1]([O:5][C:6]([N:8]1[CH2:9][C:10](=[O:12])[N:35]([CH2:34][C:33]2[CH:36]=[CH:37][C:30]([F:29])=[CH:31][CH:32]=2)[C:14](=[O:16])[CH2:13]1)=[O:7])([CH3:2])([CH3:3])[CH3:4]. (5) Given the reactants [NH2:1][CH2:2][C:3]1[CH:4]=[C:5]([C:9]2[CH:14]=[CH:13][CH:12]=[C:11]([O:15][C:16]3[N:21]=[C:20]([O:22][C:23]4[CH:31]=[C:30]([N:32]([CH3:34])[CH3:33])[CH:29]=[CH:28][C:24]=4[C:25]([OH:27])=[O:26])[C:19]([F:35])=[CH:18][C:17]=3[F:36])[CH:10]=2)[CH:6]=[CH:7][CH:8]=1.[F:37][C:38]([F:43])([F:42])[C:39]([O-:41])=[O:40], predict the reaction product. The product is: [F:37][C:38]([F:43])([F:42])[C:39]([OH:41])=[O:40].[NH2:1][CH2:2][C:3]1[CH:4]=[C:5]([C:9]2[CH:14]=[CH:13][CH:12]=[C:11]([O:15][C:16]3[N:21]=[C:20]([O:22][C:23]4[CH:31]=[C:30]([N:32]([CH3:33])[CH3:34])[CH:29]=[CH:28][C:24]=4[C:25]([OH:27])=[O:26])[C:19]([F:35])=[CH:18][C:17]=3[F:36])[CH:10]=2)[CH:6]=[CH:7][CH:8]=1. (6) Given the reactants ClCCl.[F:4][C:5]([F:24])([F:23])[C:6]1[CH:10]=[C:9]([C:11]([F:14])([F:13])[F:12])[N:8]([CH2:15][C:16]2[CH:22]=[CH:21][C:19]([NH2:20])=[CH:18][CH:17]=2)[N:7]=1.[CH3:25][S:26][CH3:27].ClN1C(=O)CCC1=O, predict the reaction product. The product is: [F:24][C:5]([F:4])([F:23])[C:6]1[CH:10]=[C:9]([C:11]([F:14])([F:12])[F:13])[N:8]([CH2:15][C:16]2[CH:22]=[CH:21][C:19]([NH2:20])=[C:18]([CH2:25][S:26][CH3:27])[CH:17]=2)[N:7]=1.